This data is from Full USPTO retrosynthesis dataset with 1.9M reactions from patents (1976-2016). The task is: Predict the reactants needed to synthesize the given product. (1) The reactants are: [CH2:1]([O:8][CH2:9][O:10][CH2:11][CH2:12][C@H:13]([O:18][Si:19]([C:22]([CH3:25])([CH3:24])[CH3:23])([CH3:21])[CH3:20])[C:14]([O:16]C)=[O:15])[C:2]1[CH:7]=[CH:6][CH:5]=[CH:4][CH:3]=1.[OH-].[Na+]. Given the product [CH2:1]([O:8][CH2:9][O:10][CH2:11][CH2:12][C@H:13]([O:18][Si:19]([C:22]([CH3:25])([CH3:24])[CH3:23])([CH3:21])[CH3:20])[C:14]([OH:16])=[O:15])[C:2]1[CH:3]=[CH:4][CH:5]=[CH:6][CH:7]=1, predict the reactants needed to synthesize it. (2) Given the product [C:15]([CH:17]([C:19]1[CH:24]=[CH:23][CH:22]=[CH:21][CH:20]=1)[NH:18][C:11](=[O:13])[CH2:10][C:7]1[CH:6]=[CH:5][C:4]([CH:1]([CH3:2])[CH3:3])=[CH:9][CH:8]=1)#[N:16], predict the reactants needed to synthesize it. The reactants are: [CH:1]([C:4]1[CH:9]=[CH:8][C:7]([CH2:10][C:11]([OH:13])=O)=[CH:6][CH:5]=1)([CH3:3])[CH3:2].[Cl-].[C:15]([CH:17]([C:19]1[CH:24]=[CH:23][CH:22]=[CH:21][CH:20]=1)[NH3+:18])#[N:16].Cl.CN(C)CCCN=C=NCC.ON1C2N=CC=CC=2N=N1.C(N(CC)CC)C. (3) Given the product [CH:1]1([NH:4][C:5]2[N:10]3[N:11]=[CH:12][C:13]([CH:14]=[O:15])=[C:9]3[N:8]=[C:7]([C:16]3[S:20][C:19]([C:21]([NH:57][CH2:56][CH2:55][CH2:54][O:53][CH3:52])=[O:22])=[CH:18][CH:17]=3)[CH:6]=2)[CH2:2][CH2:3]1, predict the reactants needed to synthesize it. The reactants are: [CH:1]1([NH:4][C:5]2[N:10]3[N:11]=[CH:12][C:13]([CH:14]=[O:15])=[C:9]3[N:8]=[C:7]([C:16]3[S:20][C:19]([C:21](O)=[O:22])=[CH:18][CH:17]=3)[CH:6]=2)[CH2:3][CH2:2]1.CCN=C=NCCCN(C)C.CCN(CC)CC.C1C=CC2N(O)N=NC=2C=1.[CH3:52][O:53][CH2:54][CH2:55][CH2:56][NH2:57].